Dataset: Reaction yield outcomes from USPTO patents with 853,638 reactions. Task: Predict the reaction yield, written as a fraction of the theoretical maximum amount of product (1.0 means a 100% yield; for example, 0.34 means a 34% yield). (1) The reactants are [H-].[Na+].N[C:4]1[CH:9]=[CH:8][CH:7]=[CH:6][CH:5]=1.[CH3:10][C:11]1[CH2:15][C:14]([CH3:16])=[C:13]([CH3:17])[C:12]=1[CH3:18].Cl[SiH:20](CC1CCCCC1)[C:21]1[CH:26]=[CH:25][CH:24]=[CH:23][CH:22]=1.[C:34](=O)([O-])[O-].[Na+].[Na+]. The catalyst is O1CCCC1.C1(C)C=CC=CC=1. The product is [CH:4]1([CH2:18][C:12]2[C:11]([SiH2:20][C:21]3[CH:26]=[CH:25][CH:24]=[CH:23][CH:22]=3)([CH3:10])[C:15]([CH3:34])=[C:14]([CH3:16])[C:13]=2[CH3:17])[CH2:9][CH2:8][CH2:7][CH2:6][CH2:5]1. The yield is 0.603. (2) The reactants are [Cl:1][CH2:2][CH2:3][CH2:4][N:5]([C@H:7]([C:31]([O:33]C)=[O:32])[CH2:8][N:9]([C:14]1[CH:19]=[CH:18][C:17]([O:20][C:21]2[CH:26]=[CH:25][C:24]([C:27]([F:30])([F:29])[F:28])=[CH:23][CH:22]=2)=[CH:16][CH:15]=1)[S:10]([CH3:13])(=[O:12])=[O:11])[CH3:6].Cl.CCCCCC. The product is [Cl:1][CH2:2][CH2:3][CH2:4][N:5]([C@H:7]([C:31]([OH:33])=[O:32])[CH2:8][N:9]([C:14]1[CH:15]=[CH:16][C:17]([O:20][C:21]2[CH:26]=[CH:25][C:24]([C:27]([F:30])([F:28])[F:29])=[CH:23][CH:22]=2)=[CH:18][CH:19]=1)[S:10]([CH3:13])(=[O:11])=[O:12])[CH3:6]. The catalyst is C1COCC1. The yield is 0.920. (3) The reactants are [CH3:1][O:2][C:3]1[CH:4]=[C:5]2[C:10](=[CH:11][CH:12]=1)[CH:9]=[C:8](Br)[CH:7]=[CH:6]2.C(=O)([O-])[O-].[K+].[K+].[CH2:20](P(C12CC3CC(CC(C3)C1)C2)C12CC3CC(CC(C3)C1)C2)[CH2:21]CC. The catalyst is CN1C(=O)CCC1.CC([O-])=O.CC([O-])=O.[Pd+2]. The product is [CH3:1][O:2][C:3]1[CH:4]=[C:5]2[C:10](=[CH:11][CH:12]=1)[CH:9]=[C:8]([CH:20]=[CH2:21])[CH:7]=[CH:6]2. The yield is 0.920. (4) The reactants are [F:1][C:2]1([F:10])[CH2:7][CH2:6][CH:5]([CH2:8]O)[CH2:4][CH2:3]1.C1(P(C2C=CC=CC=2)C2C=CC=CC=2)C=CC=CC=1.C(Br)(Br)(Br)[Br:31]. The catalyst is C(Cl)Cl. The product is [Br:31][CH2:8][CH:5]1[CH2:6][CH2:7][C:2]([F:10])([F:1])[CH2:3][CH2:4]1. The yield is 0.540. (5) The reactants are [CH3:1][O:2][C:3](=[O:25])[CH2:4][CH2:5][NH:6][C:7](=[O:24])[C:8]1[CH:13]=[CH:12][C:11]([O:14][CH2:15][C:16]2[CH:21]=[CH:20][C:19](Br)=[CH:18][C:17]=2[CH3:23])=[CH:10][CH:9]=1.[C:26]1(B(O)O)[CH:31]=[CH:30][CH:29]=[CH:28][CH:27]=1.C([O-])([O-])=O.[Na+].[Na+]. The catalyst is C1(C)C=CC=CC=1.O.C1C=CC([P]([Pd]([P](C2C=CC=CC=2)(C2C=CC=CC=2)C2C=CC=CC=2)([P](C2C=CC=CC=2)(C2C=CC=CC=2)C2C=CC=CC=2)[P](C2C=CC=CC=2)(C2C=CC=CC=2)C2C=CC=CC=2)(C2C=CC=CC=2)C2C=CC=CC=2)=CC=1. The product is [CH3:1][O:2][C:3](=[O:25])[CH2:4][CH2:5][NH:6][C:7](=[O:24])[C:8]1[CH:13]=[CH:12][C:11]([O:14][CH2:15][C:16]2[CH:21]=[CH:20][C:19]([C:26]3[CH:31]=[CH:30][CH:29]=[CH:28][CH:27]=3)=[CH:18][C:17]=2[CH3:23])=[CH:10][CH:9]=1. The yield is 1.00. (6) The reactants are [CH2:1]1[CH:3]([CH2:4][N:5]2[C@@H:15]3[CH2:16][C:17]4[CH:22]=[CH:21][C:20]([OH:23])=[C:19]5[O:24][CH:9]6[C:10]([CH2:12][CH2:13][C@:14]3([OH:25])[C@:8]6([C:18]=45)[CH2:7][CH2:6]2)=[O:11])[CH2:2]1. The catalyst is C(O)C1C=CC=CC=1. The product is [CH2:2]1[CH:3]([CH2:4][N:5]2[CH:15]3[CH2:16][C:17]4[CH:22]=[CH:21][C:20]([OH:23])=[C:19]5[O:24][CH:9]6[C:10]([CH2:12][CH2:13][C:14]3([OH:25])[C:8]6([C:18]=45)[CH2:7][CH2:6]2)=[O:11])[CH2:1]1.[CH2:19]([OH:24])[C:18]1[CH:8]=[CH:14][CH:15]=[CH:16][CH:17]=1. The yield is 0.300. (7) The reactants are C(S([C:11]1[N:12]=[C:13]([S:34]([CH2:37][C:38]2[CH:43]=[CH:42][CH:41]=[CH:40][CH:39]=2)(=O)=O)[C:14]2[C:22]3[C:17](=[C:18]([N:24]([CH3:32])[C:25](=[O:31])[O:26][C:27]([CH3:30])([CH3:29])[CH3:28])[CH:19]=[C:20]([F:23])[CH:21]=3)[NH:16][C:15]=2[N:33]=1)(=O)=O)C1C=CC=CC=1.C1(CS)C=CC=CC=1.C(=O)([O-])[O-].[K+].[K+].[CH3:58][S:59][C:60]1[N:65]=[CH:64][C:63]([OH:66])=[CH:62][N:61]=1. The catalyst is CN1C(=O)CCC1. The product is [C:27]([O:26][C:25](=[O:31])[N:24]([C:18]1[CH:19]=[C:20]([F:23])[CH:21]=[C:22]2[C:17]=1[NH:16][C:15]1[N:33]=[C:11]([O:66][C:63]3[CH:62]=[N:61][C:60]([S:59][CH3:58])=[N:65][CH:64]=3)[N:12]=[C:13]([S:34][CH2:37][C:38]3[CH:43]=[CH:42][CH:41]=[CH:40][CH:39]=3)[C:14]2=1)[CH3:32])([CH3:30])([CH3:28])[CH3:29]. The yield is 0.680. (8) The yield is 0.990. The catalyst is C1COCC1. The reactants are [H-].[H-].[H-].[H-].[Li+].[Al+3].C[O:8][C:9](=O)[CH:10]([F:19])[CH2:11][CH2:12][C:13]1[CH:18]=[CH:17][CH:16]=[CH:15][CH:14]=1. The product is [F:19][CH:10]([CH2:11][CH2:12][C:13]1[CH:18]=[CH:17][CH:16]=[CH:15][CH:14]=1)[CH2:9][OH:8]. (9) The reactants are [Br:1][C:2]1[C:3]([F:12])=[C:4]2[C:10]([NH2:11])=[CH:9][NH:8][C:5]2=[N:6][CH:7]=1.[CH3:13][O:14][C@@H:15]([CH3:19])[C:16](N)=[O:17].C1N(P(Cl)(N2C(=O)OCC2)=O)C(=O)OC1.C(N(CC)CC)C. The catalyst is C(Cl)Cl.CC#N.O.O. The product is [Br:1][C:2]1[C:3]([F:12])=[C:4]2[C:10]([NH:11][C:16](=[O:17])[C@@H:15]([O:14][CH3:13])[CH3:19])=[CH:9][NH:8][C:5]2=[N:6][CH:7]=1. The yield is 0.870. (10) The reactants are Br[C:2]1[CH:3]=[C:4]([C:15]([OH:17])=[O:16])[C:5]2[C:6]([CH3:14])=[CH:7][N:8]([CH:11]([CH3:13])[CH3:12])[C:9]=2[CH:10]=1.[CH3:18][N:19]([CH3:27])[CH2:20][CH:21]1[CH2:26][CH2:25][NH:24][CH2:23][CH2:22]1.CC(C)([O-])C.[Na+]. The catalyst is O1CCOCC1. The product is [CH3:18][N:19]([CH2:20][CH:21]1[CH2:26][CH2:25][N:24]([C:2]2[CH:3]=[C:4]([C:15]([OH:17])=[O:16])[C:5]3[C:6]([CH3:14])=[CH:7][N:8]([CH:11]([CH3:13])[CH3:12])[C:9]=3[CH:10]=2)[CH2:23][CH2:22]1)[CH3:27]. The yield is 0.540.